Task: Predict the reaction yield, written as a fraction of the theoretical maximum amount of product (1.0 means a 100% yield; for example, 0.34 means a 34% yield).. Dataset: Reaction yield outcomes from USPTO patents with 853,638 reactions (1) The reactants are [C:1]1([C:10]2[CH:15]=[CH:14][CH:13]=[CH:12][CH:11]=2)[CH:6]=[CH:5][C:4](B(O)O)=[CH:3][CH:2]=1.[Cl:16][C:17]1[CH:22]=[CH:21][CH:20]=[C:19](I)[CH:18]=1.C([O-])([O-])=O.[K+].[K+]. The yield is 0.840. The catalyst is C1(C)C=CC=CC=1.O.C1C=CC([P]([Pd]([P](C2C=CC=CC=2)(C2C=CC=CC=2)C2C=CC=CC=2)([P](C2C=CC=CC=2)(C2C=CC=CC=2)C2C=CC=CC=2)[P](C2C=CC=CC=2)(C2C=CC=CC=2)C2C=CC=CC=2)(C2C=CC=CC=2)C2C=CC=CC=2)=CC=1. The product is [Cl:16][C:17]1[CH:18]=[C:19]([C:13]2[CH:14]=[CH:15][C:10]([C:1]3[CH:6]=[CH:5][CH:4]=[CH:3][CH:2]=3)=[CH:11][CH:12]=2)[CH:20]=[CH:21][CH:22]=1. (2) The reactants are [Cl:1][C:2]1[CH:23]=[CH:22][C:5]2[N:6]([CH2:13][C:14]3[CH:19]=[CH:18][C:17]([O:20][CH3:21])=[CH:16][CH:15]=3)[C:7](=[O:12])[CH2:8][NH:9][C:10](=O)[C:4]=2[CH:3]=1.O=P(Cl)(Cl)[Cl:26]. The catalyst is C1(C)C=CC=CC=1. The product is [Cl:26][C:10]1[C:4]2[CH:3]=[C:2]([Cl:1])[CH:23]=[CH:22][C:5]=2[N:6]([CH2:13][C:14]2[CH:19]=[CH:18][C:17]([O:20][CH3:21])=[CH:16][CH:15]=2)[C:7](=[O:12])[CH2:8][N:9]=1. The yield is 0.875. (3) The reactants are [Na].[I-:2].C([O-])(=O)C.[NH4+].C(OO)(=O)C.C([Sn](CCCC)(CCCC)[C:18]1[CH:25]=[CH:24][C:21]([CH:22]=[O:23])=[CH:20][CH:19]=1)CCC. The catalyst is O.CO.C(#N)C. The product is [I:2][C:18]1[CH:25]=[CH:24][C:21]([CH:22]=[O:23])=[CH:20][CH:19]=1. The yield is 0.480. (4) The reactants are Br[C:2]1[C:3]([C:13]2[CH:14]=[N:15][CH:16]=[CH:17][CH:18]=2)=[CH:4][C:5]2[O:9][C:8]([CH3:11])([CH3:10])[CH2:7][C:6]=2[CH:12]=1.[CH3:19][O:20][C:21]1[CH:26]=[CH:25][C:24]([N:27]2[CH2:32][CH2:31][NH:30][CH2:29][CH2:28]2)=[CH:23][CH:22]=1. No catalyst specified. The product is [CH3:10][C:8]1([CH3:11])[CH2:7][C:6]2[CH:12]=[C:2]([N:30]3[CH2:29][CH2:28][N:27]([C:24]4[CH:23]=[CH:22][C:21]([O:20][CH3:19])=[CH:26][CH:25]=4)[CH2:32][CH2:31]3)[C:3]([C:13]3[CH:14]=[N:15][CH:16]=[CH:17][CH:18]=3)=[CH:4][C:5]=2[O:9]1. The yield is 0.460. (5) The product is [C:34]([O:33][C:31]([NH:6][C@@H:5]([CH2:7][CH2:8][CH3:9])[C@H:4]([OH:3])[C:10]([OH:12])=[O:11])=[O:32])([CH3:35])([CH3:36])[CH3:37]. The catalyst is C(OCC)(=O)C.O. The yield is 0.780. The reactants are CC1[O:3][C@H:4]([C:10]([O:12]CC)=[O:11])[C@H:5]([CH2:7][CH2:8][CH3:9])[N:6]=1.Cl.C1(C)C=CC=CC=1.[C:31](O[C:31]([O:33][C:34]([CH3:37])([CH3:36])[CH3:35])=[O:32])([O:33][C:34]([CH3:37])([CH3:36])[CH3:35])=[O:32]. (6) The reactants are [F:1][CH:2]([F:41])[C:3]1[N:7]([C:8]2[N:13]=[C:12]([N:14]3[CH2:19][CH2:18][O:17][CH2:16][CH2:15]3)[N:11]=[C:10]([NH:20][C@H:21]3[CH2:26][CH2:25][C@H:24]([NH:27]C(=O)OC(C)(C)C)[CH2:23][CH2:22]3)[N:9]=2)[C:6]2[CH:35]=[CH:36][CH:37]=[C:38]([O:39][CH3:40])[C:5]=2[N:4]=1.[CH3:42][S:43](Cl)(=[O:45])=[O:44]. No catalyst specified. The product is [F:1][CH:2]([F:41])[C:3]1[N:7]([C:8]2[N:13]=[C:12]([N:14]3[CH2:19][CH2:18][O:17][CH2:16][CH2:15]3)[N:11]=[C:10]([NH:20][C@H:21]3[CH2:26][CH2:25][C@H:24]([NH:27][S:43]([CH3:42])(=[O:45])=[O:44])[CH2:23][CH2:22]3)[N:9]=2)[C:6]2[CH:35]=[CH:36][CH:37]=[C:38]([O:39][CH3:40])[C:5]=2[N:4]=1. The yield is 0.900. (7) The reactants are Br[C:2]1[CH:3]=[CH:4][C:5]2[O:11][CH2:10][CH2:9][N:8]3[CH:12]=[C:13]([C:15]4[N:19]([CH:20]([CH3:22])[CH3:21])[N:18]=[C:17]([NH2:23])[N:16]=4)[N:14]=[C:7]3[C:6]=2[CH:24]=1.[Cl:25][C:26]1[CH:31]=[CH:30][C:29](B(O)O)=[CH:28][CH:27]=1.C([O-])([O-])=O.[Cs+].[Cs+].O. The catalyst is O1CCOCC1. The product is [Cl:25][C:26]1[CH:31]=[CH:30][C:29]([C:2]2[CH:3]=[CH:4][C:5]3[O:11][CH2:10][CH2:9][N:8]4[CH:12]=[C:13]([C:15]5[N:19]([CH:20]([CH3:21])[CH3:22])[N:18]=[C:17]([NH2:23])[N:16]=5)[N:14]=[C:7]4[C:6]=3[CH:24]=2)=[CH:28][CH:27]=1. The yield is 0.181.